Dataset: Catalyst prediction with 721,799 reactions and 888 catalyst types from USPTO. Task: Predict which catalyst facilitates the given reaction. (1) Reactant: C([O:3][C:4]([C:6]1[CH:7]=[C:8]2[C:13](=[CH:14][CH:15]=1)[NH:12][CH:11]([C:16]1[CH:17]=[C:18]([C:22]3[CH:27]=[CH:26][C:25]([C:28]([CH3:31])([CH3:30])[CH3:29])=[CH:24][CH:23]=3)[CH:19]=[CH:20][CH:21]=1)[C:10]([CH3:33])([CH3:32])[CH2:9]2)=[O:5])C.O.[OH-].[Li+].Cl. Product: [C:28]([C:25]1[CH:24]=[CH:23][C:22]([C:18]2[CH:19]=[CH:20][CH:21]=[C:16]([CH:11]3[C:10]([CH3:33])([CH3:32])[CH2:9][C:8]4[C:13](=[CH:14][CH:15]=[C:6]([C:4]([OH:5])=[O:3])[CH:7]=4)[NH:12]3)[CH:17]=2)=[CH:27][CH:26]=1)([CH3:31])([CH3:29])[CH3:30]. The catalyst class is: 364. (2) Reactant: [CH:1]1([O:4][C:5]2[CH:6]=[C:7]([CH:15]([C:24]3[S:28][C:27]([C:29]([OH:38])([C:34]([F:37])([F:36])[F:35])[C:30]([F:33])([F:32])[F:31])=[N:26][CH:25]=3)[CH2:16][C:17]3[CH:18]=[N+:19]([O-])[CH:20]=[CH:21][CH:22]=3)[CH:8]=[CH:9][C:10]=2[O:11][CH:12]([F:14])[F:13])[CH2:3][CH2:2]1.[Li+].[OH-:40].Cl. Product: [CH:1]1([O:4][C:5]2[CH:6]=[C:7]([CH:15]([C:24]3[S:28][C:27]([C:29]([OH:38])([C:34]([F:37])([F:36])[F:35])[C:30]([F:33])([F:32])[F:31])=[N:26][CH:25]=3)[CH2:16][C:17]3[C:18](=[O:40])[NH:19][CH:20]=[CH:21][CH:22]=3)[CH:8]=[CH:9][C:10]=2[O:11][CH:12]([F:14])[F:13])[CH2:3][CH2:2]1. The catalyst class is: 152.